Dataset: Forward reaction prediction with 1.9M reactions from USPTO patents (1976-2016). Task: Predict the product of the given reaction. (1) Given the reactants [CH3:1][N:2]([CH3:24])[CH2:3][CH2:4][O:5][C:6]1[CH:11]=[CH:10][C:9]([N:12]2[C:17](=[O:18])[C:16]3[S:19][C:20]([CH2:22][OH:23])=[CH:21][C:15]=3[N:14]=[CH:13]2)=[CH:8][CH:7]=1.[CH:25]1([CH2:28]Br)[CH2:27][CH2:26]1, predict the reaction product. The product is: [CH:25]1([CH2:28][O:23][CH2:22][C:20]2[S:19][C:16]3[C:17](=[O:18])[N:12]([C:9]4[CH:10]=[CH:11][C:6]([O:5][CH2:4][CH2:3][N:2]([CH3:24])[CH3:1])=[CH:7][CH:8]=4)[CH:13]=[N:14][C:15]=3[CH:21]=2)[CH2:27][CH2:26]1. (2) Given the reactants [CH3:1][C:2]1N[CH:4]=[CH:5][C:6]=1[C:7]([O:9]CC)=[O:8].[F:12][C:13]([F:25])([F:24])[C:14]1[NH:15][CH:16]=[CH:17][C:18]=1[C:19]([O:21][CH2:22][CH3:23])=[O:20].Br[C:27]1C=C(Cl)C=CC=1C=O.BrC1C(C=O)=CC2[O:44][CH2:43][O:42][C:41]=2C=1, predict the reaction product. The product is: [CH2:22]([O:21][C:19]([C:18]1[CH:17]=[C:16]([C:5]2[C:6]([C:7]([OH:9])=[O:8])=[CH:2][C:1]3[O:44][CH2:43][O:42][C:41]=3[CH:4]=2)[N:15]([CH3:27])[C:14]=1[C:13]([F:12])([F:24])[F:25])=[O:20])[CH3:23].